This data is from Full USPTO retrosynthesis dataset with 1.9M reactions from patents (1976-2016). The task is: Predict the reactants needed to synthesize the given product. (1) Given the product [O:1]=[C:2]1[C:11]2[C:6](=[CH:7][CH:8]=[CH:9][CH:10]=2)[N:5]=[C:4]([C:12]([NH:14][CH2:15][C:16]2[CH:21]=[CH:20][CH:19]=[C:18]([O:22][CH2:23][CH2:24][CH2:25][C:26](=[O:27])[NH:34][C:31]3[N:32]=[CH:33][NH:29][N:30]=3)[CH:17]=2)=[O:13])[NH:3]1, predict the reactants needed to synthesize it. The reactants are: [O:1]=[C:2]1[C:11]2[C:6](=[CH:7][CH:8]=[CH:9][CH:10]=2)[N:5]=[C:4]([C:12]([NH:14][CH2:15][C:16]2[CH:17]=[C:18]([O:22][CH2:23][CH2:24][CH2:25][C:26](O)=[O:27])[CH:19]=[CH:20][CH:21]=2)=[O:13])[NH:3]1.[NH:29]1[CH:33]=[N:32][C:31]([NH2:34])=[N:30]1.Cl.CN(C)CCCN=C=NCC.ON1C2C=CC=CC=2N=N1. (2) Given the product [F:1][C:2]1[C:3]([O:20][CH2:21][C:22]2[CH:23]=[N:24][CH:25]=[C:26]([C:28]([F:31])([F:29])[F:30])[CH:27]=2)=[CH:4][C:5]([CH2:8][NH2:9])=[N:6][CH:7]=1, predict the reactants needed to synthesize it. The reactants are: [F:1][C:2]1[C:3]([O:20][CH2:21][C:22]2[CH:23]=[N:24][CH:25]=[C:26]([C:28]([F:31])([F:30])[F:29])[CH:27]=2)=[CH:4][C:5]([CH2:8][N:9]2C(=O)C3C(=CC=CC=3)C2=O)=[N:6][CH:7]=1.O.NN. (3) Given the product [NH2:1][C:4]1[CH:11]=[CH:10][C:7]([C:8]#[N:9])=[C:6]([F:12])[CH:5]=1, predict the reactants needed to synthesize it. The reactants are: [N+:1]([C:4]1[CH:11]=[CH:10][C:7]([C:8]#[N:9])=[C:6]([F:12])[CH:5]=1)([O-])=O. (4) Given the product [C:9](=[O:10])([O:11][N:12]1[C:13](=[O:14])[CH2:15][CH2:16][C:17]1=[O:18])[O:8][CH:26]1[CH2:25][CH2:24][CH2:23][CH2:22][CH2:21][CH:20]=[CH:19]1, predict the reactants needed to synthesize it. The reactants are: C1C(=O)N([O:8][C:9]([O:11][N:12]2[C:17](=[O:18])[CH2:16][CH2:15][C:13]2=[O:14])=[O:10])C(=O)C1.[CH:19]1(O)[CH2:26][CH2:25][CH2:24][CH2:23][CH2:22][CH:21]=[CH:20]1.C(N(C(C)C)CC)(C)C. (5) Given the product [CH3:26][C:21]1([CH3:27])[C:22]([CH3:24])([CH3:25])[O:23][B:19]([C:17]2[CH:16]=[N:15][NH:14][CH:18]=2)[O:20]1, predict the reactants needed to synthesize it. The reactants are: CC(O)(C(C)(O)C)C.C(OCC[N:14]1[CH:18]=[C:17]([B:19]2[O:23][C:22]([CH3:25])([CH3:24])[C:21]([CH3:27])([CH3:26])[O:20]2)[CH:16]=[N:15]1)C.Cl.C(N(CC)CC)C. (6) Given the product [C:16]1([CH:15]([OH:22])[CH2:1][C:2]2[CH:7]=[CH:6][CH:5]=[CH:4][CH:3]=2)[CH:21]=[CH:20][CH:19]=[CH:18][CH:17]=1, predict the reactants needed to synthesize it. The reactants are: [CH2:1]([Mg]Br)[C:2]1[CH:7]=[CH:6][CH:5]=[CH:4][CH:3]=1.C1COCC1.[CH:15](=[O:22])[C:16]1[CH:21]=[CH:20][CH:19]=[CH:18][CH:17]=1.